This data is from Forward reaction prediction with 1.9M reactions from USPTO patents (1976-2016). The task is: Predict the product of the given reaction. (1) The product is: [Cl:1][C:2]1[N:10]=[C:9]2[C:5]([N:6]=[CH:7][N:8]2[CH:13]2[CH2:14][CH2:15][CH2:16][CH2:17][O:12]2)=[C:4]([Cl:11])[N:3]=1. Given the reactants [Cl:1][C:2]1[N:10]=[C:9]2[C:5]([N:6]=[CH:7][NH:8]2)=[C:4]([Cl:11])[N:3]=1.[O:12]1[CH:17]=[CH:16][CH2:15][CH2:14][CH2:13]1.O.C1(C)C=CC(S(O)(=O)=O)=CC=1, predict the reaction product. (2) Given the reactants [S:1]1[C:5]2[C:6](=[O:10])[NH:7][CH2:8][CH2:9][C:4]=2[CH:3]=[CH:2]1.I[C:12]1[CH:13]=[N:14][CH:15]=[CH:16][C:17]=1[CH3:18].P([O-])([O-])([O-])=O.[K+].[K+].[K+], predict the reaction product. The product is: [CH3:18][C:17]1[CH:16]=[CH:15][N:14]=[CH:13][C:12]=1[N:7]1[CH2:8][CH2:9][C:4]2[CH:3]=[CH:2][S:1][C:5]=2[C:6]1=[O:10]. (3) Given the reactants [CH3:1][O:2][C:3](=[O:17])[C:4]([O:7][C:8]1[CH:13]=[C:12](C)[C:11]([OH:15])=[CH:10][C:9]=1[CH3:16])([CH3:6])[CH3:5].[Br:18][CH2:19][CH2:20]Br.C([O-])([O-])=O.[Cs+].[Cs+], predict the reaction product. The product is: [CH3:1][O:2][C:3](=[O:17])[C:4]([O:7][C:8]1[CH:13]=[CH:12][C:11]([O:15][CH2:20][CH2:19][Br:18])=[CH:10][C:9]=1[CH3:16])([CH3:5])[CH3:6].